Dataset: Forward reaction prediction with 1.9M reactions from USPTO patents (1976-2016). Task: Predict the product of the given reaction. (1) Given the reactants [CH:1]1([C:4]2[N:9]=[C:8]([C:10]([NH:12][C:13]3[CH:21]=[N:20][CH:19]=[CH:18][C:14]=3[C:15](O)=[O:16])=[O:11])[C:7]([NH:22][C:23]3[CH:24]=[N:25][CH:26]=[N:27][CH:28]=3)=[N:6][CH:5]=2)[CH2:3][CH2:2]1.Cl.[CH3:30][O:31][CH2:32][C:33]([CH3:37])([CH3:36])[CH2:34][NH2:35], predict the reaction product. The product is: [CH3:30][O:31][CH2:32][C:33]([CH3:37])([CH3:36])[CH2:34][NH:35][C:15]([C:14]1[CH:18]=[CH:19][N:20]=[CH:21][C:13]=1[NH:12][C:10]([C:8]1[C:7]([NH:22][C:23]2[CH:24]=[N:25][CH:26]=[N:27][CH:28]=2)=[N:6][CH:5]=[C:4]([CH:1]2[CH2:2][CH2:3]2)[N:9]=1)=[O:11])=[O:16]. (2) Given the reactants [CH3:1][C:2]1[CH:10]=[CH:9][CH:8]=[C:7]2[C:3]=1[CH:4]=[CH:5][N:6]2[C@@H:11]1[O:28][C@H:27]([CH2:29][O:30]C(=O)C)[C@@H:22]([O:23]C(=O)C)[C@H:17]([O:18]C(=O)C)[C@H:12]1[O:13]C(=O)C.[I:34][C:35]1[CH:43]=[CH:42][C:38]([C:39](Cl)=O)=[CH:37][CH:36]=1, predict the reaction product. The product is: [I:34][C:35]1[CH:43]=[CH:42][C:38]([CH2:39][C:4]2[C:3]3[C:7](=[CH:8][CH:9]=[CH:10][C:2]=3[CH3:1])[N:6]([C@@H:11]3[O:28][C@H:27]([CH2:29][OH:30])[C@@H:22]([OH:23])[C@H:17]([OH:18])[C@H:12]3[OH:13])[CH:5]=2)=[CH:37][CH:36]=1. (3) Given the reactants Cl.[C:2]([C:4]1[C:9](=[O:10])[N:8]([CH2:11][C:12]2[CH:17]=[CH:16][C:15]([CH3:18])=[CH:14][C:13]=2[CH3:19])[C:7]([C:20]2[CH:25]=[CH:24][C:23]([O:26][C:27]3[CH:28]=[C:29]([NH:33]C(=O)OC(C)(C)C)[CH:30]=[CH:31][CH:32]=3)=[CH:22][CH:21]=2)=[CH:6][C:5]=1[C:41]([F:44])([F:43])[F:42])#[N:3], predict the reaction product. The product is: [NH2:33][C:29]1[CH:28]=[C:27]([O:26][C:23]2[CH:22]=[CH:21][C:20]([C:7]3[N:8]([CH2:11][C:12]4[CH:17]=[CH:16][C:15]([CH3:18])=[CH:14][C:13]=4[CH3:19])[C:9](=[O:10])[C:4]([C:2]#[N:3])=[C:5]([C:41]([F:44])([F:42])[F:43])[CH:6]=3)=[CH:25][CH:24]=2)[CH:32]=[CH:31][CH:30]=1. (4) Given the reactants [CH2:1]([N:5]([S:32]([C:35]1[CH:40]=[CH:39][C:38]([CH3:41])=[CH:37][CH:36]=1)(=[O:34])=[O:33])[C@H:6]([C:29]([OH:31])=[O:30])[CH2:7][CH2:8][CH2:9][CH2:10][NH:11]C(OCC1C2C=CC=CC=2C2C1=CC=CC=2)=O)[CH:2]([CH3:4])[CH3:3].C1C2C(COC([NH:59][C@H:60]([C:70]([OH:72])=O)[CH2:61][O:62][CH2:63][C:64]3[CH:69]=[CH:68][CH:67]=[CH:66][CH:65]=3)=O)C3C(=CC=CC=3)C=2C=CC=1.C1CCC(N=C=N[CH:82]2[CH2:87][CH2:86][CH2:85][CH2:84][CH2:83]2)CC1.C1C=CC2N(O)N=NC=2C=1.CC1C=CC([S:105](Cl)(=[O:107])=[O:106])=CC=1.[C:109](O)(C(F)(F)F)=O, predict the reaction product. The product is: [CH3:109][C:82]1[CH:83]=[CH:84][C:85]([S:105]([NH:59][C@H:60]([C:70]([NH:11][CH2:10][CH2:9][CH2:8][CH2:7][C@H:6]([N:5]([S:32]([C:35]2[CH:36]=[CH:37][C:38]([CH3:41])=[CH:39][CH:40]=2)(=[O:33])=[O:34])[CH2:1][CH:2]([CH3:4])[CH3:3])[C:29]([OH:31])=[O:30])=[O:72])[CH2:61][O:62][CH2:63][C:64]2[CH:65]=[CH:66][CH:67]=[CH:68][CH:69]=2)(=[O:107])=[O:106])=[CH:86][CH:87]=1. (5) Given the reactants [OH:1][CH2:2][C:3]1[CH:8]=[CH:7][CH:6]=[CH:5][C:4]=1[N:9]1[C:33](=[O:34])[C:12]2=[CH:13][N:14]([CH2:21][C:22]3[CH:27]=[CH:26][C:25]([N:28]4[CH:32]=[CH:31][CH:30]=[N:29]4)=[CH:24][CH:23]=3)[C:15]3[CH:16]=[CH:17][CH:18]=[CH:19][C:20]=3[C:11]2=[N:10]1.C(N(C(C)C)CC)(C)C.[CH3:44][S:45](Cl)(=[O:47])=[O:46], predict the reaction product. The product is: [CH3:44][S:45]([O:1][CH2:2][C:3]1[CH:8]=[CH:7][CH:6]=[CH:5][C:4]=1[N:9]1[C:33](=[O:34])[C:12]2=[CH:13][N:14]([CH2:21][C:22]3[CH:27]=[CH:26][C:25]([N:28]4[CH:32]=[CH:31][CH:30]=[N:29]4)=[CH:24][CH:23]=3)[C:15]3[CH:16]=[CH:17][CH:18]=[CH:19][C:20]=3[C:11]2=[N:10]1)(=[O:47])=[O:46].